Dataset: Full USPTO retrosynthesis dataset with 1.9M reactions from patents (1976-2016). Task: Predict the reactants needed to synthesize the given product. (1) Given the product [CH:34]1([CH2:37][NH:38][C:28]([C:11]2[C:10]([OH:32])=[C:9]([C:7]([NH:6][CH2:5][C:4]([OH:3])=[O:33])=[O:8])[C:14](=[O:15])[N:13]([CH2:16][C:17]3[CH:22]=[CH:21][CH:20]=[CH:19][C:18]=3[C:23]([F:25])([F:24])[F:26])[C:12]=2[OH:27])=[O:29])[CH2:36][CH2:35]1, predict the reactants needed to synthesize it. The reactants are: C([O:3][C:4](=[O:33])[CH2:5][NH:6][C:7]([C:9]1[C:14](=[O:15])[N:13]([CH2:16][C:17]2[CH:22]=[CH:21][CH:20]=[CH:19][C:18]=2[C:23]([F:26])([F:25])[F:24])[C:12]([OH:27])=[C:11]([C:28](OC)=[O:29])[C:10]=1[OH:32])=[O:8])C.[CH:34]1([CH2:37][NH2:38])[CH2:36][CH2:35]1. (2) Given the product [NH:1]([C:8](=[O:42])[C:9]([C:19]1[CH:41]=[CH:40][C:22]([C:23]([NH:25][C:26]2[CH:31]=[CH:30][CH:29]=[CH:28][C:27]=2[NH:32][C:33](=[O:39])[O:34][C:35]([CH3:36])([CH3:37])[CH3:38])=[O:24])=[CH:21][CH:20]=1)([C:10]([NH:12][C:13]1[CH:14]=[CH:15][CH:16]=[CH:17][CH:18]=1)=[O:11])[F:50])[C:2]1[CH:7]=[CH:6][CH:5]=[CH:4][CH:3]=1, predict the reactants needed to synthesize it. The reactants are: [NH:1]([C:8](=[O:42])[CH:9]([C:19]1[CH:41]=[CH:40][C:22]([C:23]([NH:25][C:26]2[CH:31]=[CH:30][CH:29]=[CH:28][C:27]=2[NH:32][C:33](=[O:39])[O:34][C:35]([CH3:38])([CH3:37])[CH3:36])=[O:24])=[CH:21][CH:20]=1)[C:10]([NH:12][C:13]1[CH:18]=[CH:17][CH:16]=[CH:15][CH:14]=1)=[O:11])[C:2]1[CH:7]=[CH:6][CH:5]=[CH:4][CH:3]=1.CC(C)([O-])C.[K+].[B-](F)(F)(F)[F:50].[B-](F)(F)(F)F.C1[N+]2(CCl)CC[N+](F)(CC2)C1. (3) Given the product [Br:1][C:2]1[CH:21]=[CH:20][CH:19]=[CH:18][C:3]=1[C:4]([N:6]1[CH2:7][CH2:8][N:9]([C:12](=[O:17])[CH2:13][C:14]([NH:54][C:51]2[CH:50]=[CH:49][C:48]([C:45]3[CH:46]=[CH:47][S:43][CH:44]=3)=[CH:53][CH:52]=2)=[O:16])[CH2:10][CH2:11]1)=[O:5], predict the reactants needed to synthesize it. The reactants are: [Br:1][C:2]1[CH:21]=[CH:20][CH:19]=[CH:18][C:3]=1[C:4]([N:6]1[CH2:11][CH2:10][N:9]([C:12](=[O:17])[CH2:13][C:14]([OH:16])=O)[CH2:8][CH2:7]1)=[O:5].CCN=C=NCCCN(C)C.C1C=CC2N(O)N=NC=2C=1.[S:43]1[CH:47]=[CH:46][C:45]([C:48]2[CH:53]=[CH:52][C:51]([NH2:54])=[CH:50][CH:49]=2)=[CH:44]1. (4) Given the product [S:6]1[CH:10]=[CH:9][CH:8]=[C:7]1[C:18]1[CH:17]=[CH:16][N:15]=[CH:14][CH:19]=1, predict the reactants needed to synthesize it. The reactants are: C1COCC1.[S:6]1[CH:10]=[CH:9][CH:8]=[C:7]1[Mg]Br.Br[C:14]1[CH:19]=[CH:18][CH:17]=[CH:16][N:15]=1.[Cl-].C(C1C=CC=C(C(C)C)C=1[NH+]1CCN(C2C(C(C)C)=CC=CC=2C(C)C)C1)(C)C. (5) Given the product [CH3:14][O:15][C:16]1[CH:17]=[C:18]([S:24]([NH:13][C:10]2[CH:9]=[CH:8][C:7]([C:1]3[CH:2]=[CH:3][CH:4]=[CH:5][CH:6]=3)=[CH:12][N:11]=2)(=[O:25])=[O:26])[CH:19]=[CH:20][C:21]=1[O:22][CH3:23], predict the reactants needed to synthesize it. The reactants are: [C:1]1([C:7]2[CH:8]=[CH:9][C:10]([NH2:13])=[N:11][CH:12]=2)[CH:6]=[CH:5][CH:4]=[CH:3][CH:2]=1.[CH3:14][O:15][C:16]1[CH:17]=[C:18]([S:24](Cl)(=[O:26])=[O:25])[CH:19]=[CH:20][C:21]=1[O:22][CH3:23]. (6) Given the product [CH3:43][C:34]1[CH:35]=[CH:36][C:37]2[C:42](=[CH:41][CH:40]=[CH:39][CH:38]=2)[C:33]=1[CH2:32][N:23]1[C:24](=[O:25])[C@@H:18]([NH:17][C:16](=[O:30])[O:15][C:11]([CH3:14])([CH3:12])[CH3:13])[CH2:19][O:20][C:21]2[CH:29]=[CH:28][CH:27]=[CH:26][C:22]1=2, predict the reactants needed to synthesize it. The reactants are: C[Si]([N-][Si](C)(C)C)(C)C.[Li+].[C:11]([O:15][C:16](=[O:30])[NH:17][C@@H:18]1[C:24](=[O:25])[NH:23][C:22]2[CH:26]=[CH:27][CH:28]=[CH:29][C:21]=2[O:20][CH2:19]1)([CH3:14])([CH3:13])[CH3:12].Cl[CH2:32][C:33]1[C:42]2[C:37](=[CH:38][CH:39]=[CH:40][CH:41]=2)[CH:36]=[CH:35][C:34]=1[CH3:43].[Na+].[I-].